Dataset: Catalyst prediction with 721,799 reactions and 888 catalyst types from USPTO. Task: Predict which catalyst facilitates the given reaction. (1) Product: [Cl:1][C:2]1[N:7]=[C:6]([CH3:8])[N:5]=[C:4]([NH:9][C:10]2[S:11][C:12]([C:15]([OH:17])=[O:16])=[CH:13][N:14]=2)[CH:3]=1. Reactant: [Cl:1][C:2]1[N:7]=[C:6]([CH3:8])[N:5]=[C:4]([NH:9][C:10]2[S:11][C:12]([C:15]([O:17]C)=[O:16])=[CH:13][N:14]=2)[CH:3]=1.[OH-].[Na+].Cl. The catalyst class is: 5. (2) Reactant: [Cl:1][C:2]1[CH:25]=[CH:24][C:5]([CH2:6][NH:7][C:8]2[C:17]3[C:12](=[C:13]([C:21](O)=[O:22])[CH:14]=[C:15]([N+:18]([O-:20])=[O:19])[CH:16]=3)[N:11]=[CH:10][N:9]=2)=[CH:4][C:3]=1[C:26]([F:29])([F:28])[F:27].C1N=C[N:32](C(N2C=NC=C2)=O)C=1.[NH4+].[Cl-].O. Product: [Cl:1][C:2]1[CH:25]=[CH:24][C:5]([CH2:6][NH:7][C:8]2[C:17]3[C:12](=[C:13]([C:21]([NH2:32])=[O:22])[CH:14]=[C:15]([N+:18]([O-:20])=[O:19])[CH:16]=3)[N:11]=[CH:10][N:9]=2)=[CH:4][C:3]=1[C:26]([F:27])([F:28])[F:29]. The catalyst class is: 16. (3) Reactant: [NH2:1][C:2]1[CH:7]=[CH:6][C:5]([C:8]#[N:9])=[CH:4][C:3]=1[NH:10][C@@H:11]([CH3:24])[C@H:12]([NH:16][C:17]([O:19][C:20]([CH3:23])([CH3:22])[CH3:21])=[O:18])[C:13](O)=[O:14].CN1C=CN=C1.CS(Cl)(=O)=O. Product: [C:8]([C:5]1[CH:6]=[CH:7][C:2]2[NH:1][C:13](=[O:14])[C@@H:12]([NH:16][C:17](=[O:18])[O:19][C:20]([CH3:23])([CH3:22])[CH3:21])[C@H:11]([CH3:24])[NH:10][C:3]=2[CH:4]=1)#[N:9]. The catalyst class is: 10. (4) Reactant: [NH:1]1[C:9]2[C:4](=[CH:5][CH:6]=[CH:7][C:8]=2[C:10]([OH:12])=O)[CH:3]=[CH:2]1.CN(C(ON1N=NC2C=CC=CC1=2)=[N+](C)C)C.[B-](F)(F)(F)F.C(N(CC)C(C)C)(C)C.[C:44]([C:48]1[CH:66]=[CH:65][C:51]([CH2:52][NH:53][CH2:54][CH:55]([C:57]2[CH:62]=[CH:61][C:60]([Cl:63])=[C:59]([Cl:64])[CH:58]=2)[OH:56])=[CH:50][CH:49]=1)([CH3:47])([CH3:46])[CH3:45]. Product: [C:44]([C:48]1[CH:66]=[CH:65][C:51]([CH2:52][N:53]([CH2:54][CH:55]([C:57]2[CH:62]=[CH:61][C:60]([Cl:63])=[C:59]([Cl:64])[CH:58]=2)[OH:56])[C:10]([C:8]2[CH:7]=[CH:6][CH:5]=[C:4]3[C:9]=2[NH:1][CH:2]=[CH:3]3)=[O:12])=[CH:50][CH:49]=1)([CH3:47])([CH3:45])[CH3:46]. The catalyst class is: 18. (5) Reactant: Cl[CH2:2][C:3]1[S:7][C:6]([NH:8][C:9](=[O:15])[O:10][C:11]([CH3:14])([CH3:13])[CH3:12])=[N:5][CH:4]=1.[C:16]1([CH:22]2[CH2:27][CH2:26][NH:25][CH2:24][CH2:23]2)[CH:21]=[CH:20][CH:19]=[CH:18][CH:17]=1.CCN(CC)CC. Product: [C:16]1([CH:22]2[CH2:23][CH2:24][N:25]([CH2:2][C:3]3[S:7][C:6]([NH:8][C:9](=[O:15])[O:10][C:11]([CH3:14])([CH3:13])[CH3:12])=[N:5][CH:4]=3)[CH2:26][CH2:27]2)[CH:21]=[CH:20][CH:19]=[CH:18][CH:17]=1. The catalyst class is: 2.